From a dataset of Forward reaction prediction with 1.9M reactions from USPTO patents (1976-2016). Predict the product of the given reaction. (1) The product is: [NH2:19][CH2:18][CH2:17][NH:20][S:8]([C:5]1[CH:6]=[CH:7][C:2]([Br:1])=[CH:3][C:4]=1[O:12][C:13]([F:16])([F:15])[F:14])(=[O:10])=[O:9]. Given the reactants [Br:1][C:2]1[CH:7]=[CH:6][C:5]([S:8](Cl)(=[O:10])=[O:9])=[C:4]([O:12][C:13]([F:16])([F:15])[F:14])[CH:3]=1.[CH2:17]([NH2:20])[CH2:18][NH2:19], predict the reaction product. (2) Given the reactants C(OC([N:8]1[C@H:12]([CH2:13][CH2:14][S:15][CH2:16][CH3:17])[CH:11]([C:18]([OH:20])=[O:19])[O:10]C1(C)C)=O)(C)(C)C.[CH2:23](O)[C:24]1[CH:29]=[CH:28][CH:27]=[CH:26][CH:25]=1.Cl.CN(C)CCCN=C=NCC.C1C=NC2N(O)N=NC=2C=1.CN1CCOCC1, predict the reaction product. The product is: [NH2:8][C@H:12]([CH2:13][CH2:14][S:15][CH2:16][CH3:17])[CH:11]([OH:10])[C:18]([O:20][CH2:23][C:24]1[CH:29]=[CH:28][CH:27]=[CH:26][CH:25]=1)=[O:19]. (3) Given the reactants [CH3:1][O:2][C:3](=[O:49])[CH2:4][CH2:5][CH2:6][C:7]#[C:8][CH2:9][C@@H:10]1[C@@H:14](/[CH:15]=[CH:16]/[CH:17]([O:30][Si](C(C)(C)C)(C)C)[CH2:18][CH2:19][C:20]2[S:24][C:23]3[CH:25]=[CH:26][CH:27]=[CH:28][C:22]=3[C:21]=2[Cl:29])[C@H:13]([O:38][Si](C(C)(C)C)(C)C)[C:12]([CH3:47])([CH3:46])[C:11]1=[O:48].C1C=CN=CC=1.F.C(=O)(O)[O-].[Na+], predict the reaction product. The product is: [CH3:1][O:2][C:3](=[O:49])[CH2:4][CH2:5][CH2:6][C:7]#[C:8][CH2:9][C@@H:10]1[C@@H:14](/[CH:15]=[CH:16]/[CH:17]([OH:30])[CH2:18][CH2:19][C:20]2[S:24][C:23]3[CH:25]=[CH:26][CH:27]=[CH:28][C:22]=3[C:21]=2[Cl:29])[C@H:13]([OH:38])[C:12]([CH3:46])([CH3:47])[C:11]1=[O:48]. (4) Given the reactants [NH2:1][C:2]1[C:3]([C:10]([OH:12])=[O:11])=[N:4][C:5](Br)=[C:6]([F:8])[CH:7]=1.[F:13][C:14]1[CH:19]=[CH:18][C:17]([O:20][CH2:21][CH2:22][CH3:23])=[CH:16][C:15]=1B(O)O, predict the reaction product. The product is: [NH2:1][C:2]1[C:3]([C:10]([OH:12])=[O:11])=[N:4][C:5]([C:19]2[CH:18]=[C:17]([O:20][CH2:21][CH2:22][CH3:23])[CH:16]=[CH:15][C:14]=2[F:13])=[C:6]([F:8])[CH:7]=1. (5) Given the reactants [NH:1]1[C:9]2[C:4](=[CH:5][CH:6]=[CH:7][CH:8]=2)[C:3]([CH2:10][C@H:11]([NH:13][CH2:14][C:15]([F:19])([F:18])[CH2:16][OH:17])[CH3:12])=[CH:2]1.CC(O)=O.[F:24][C:25]1[CH:32]=[C:31]([I:33])[CH:30]=[C:29]([F:34])[C:26]=1[CH:27]=O, predict the reaction product. The product is: [F:24][C:25]1[CH:32]=[C:31]([I:33])[CH:30]=[C:29]([F:34])[C:26]=1[C@@H:27]1[C:2]2[NH:1][C:9]3[C:4]([C:3]=2[CH2:10][C@@H:11]([CH3:12])[N:13]1[CH2:14][C:15]([F:18])([F:19])[CH2:16][OH:17])=[CH:5][CH:6]=[CH:7][CH:8]=3. (6) The product is: [C:25]([O:24][C:22]([CH2:21][O:11][C:10](=[O:12])[CH2:9][CH2:8][C:5]1[CH:4]=[CH:3][C:2]([OH:1])=[CH:7][CH:6]=1)=[O:23])([CH3:28])([CH3:27])[CH3:26]. Given the reactants [OH:1][C:2]1[CH:7]=[CH:6][C:5]([CH2:8][CH2:9][C:10]([OH:12])=[O:11])=[CH:4][CH:3]=1.C(N(CC)CC)C.Cl[CH2:21][C:22]([O:24][C:25]([CH3:28])([CH3:27])[CH3:26])=[O:23], predict the reaction product. (7) Given the reactants [H-].[Na+].[N:3]1([C:8]2[NH:12][C:11]3[CH:13]=[CH:14][CH:15]=[CH:16][C:10]=3[N:9]=2)[CH2:7][CH2:6][CH2:5][CH2:4]1.Br[CH2:18][C:19]1[CH:28]=[CH:27][C:22]([C:23]([O:25][CH3:26])=[O:24])=[CH:21][CH:20]=1.O, predict the reaction product. The product is: [N:3]1([C:8]2[N:9]([CH2:18][C:19]3[CH:28]=[CH:27][C:22]([C:23]([O:25][CH3:26])=[O:24])=[CH:21][CH:20]=3)[C:10]3[CH:16]=[CH:15][CH:14]=[CH:13][C:11]=3[N:12]=2)[CH2:7][CH2:6][CH2:5][CH2:4]1. (8) Given the reactants [CH2:1]([C@@H:3]1[CH2:8][CH2:7][C@H:6]([O:9][C:10]2[CH:11]=[C:12]3[C:17](=[CH:18][CH:19]=2)[CH:16]=[C:15]([CH2:20][N:21]2[CH2:24][CH:23]([CH:25]4[CH2:30][CH2:29][CH2:28][CH:27]([C:31]([O:33][CH3:34])=[O:32])[CH2:26]4)[CH2:22]2)[CH:14]=[CH:13]3)[CH2:5][CH2:4]1)[CH3:2].C([C@@H]1CC[C@H](OC2C=C3C(=CC=2)C=C(CN2CC(C4CCCC(C(OC)=O)C4)C2)C=C3)CC1)(C)C, predict the reaction product. The product is: [CH2:1]([CH:3]1[CH2:4][CH2:5][CH:6]([O:9][C:10]2[CH:11]=[C:12]3[C:17](=[CH:18][CH:19]=2)[CH:16]=[C:15]([CH2:20][N:21]2[CH2:24][CH:23]([CH:25]4[CH2:30][CH2:29][CH2:28][CH:27]([C:31]([O:33][CH3:34])=[O:32])[CH2:26]4)[CH2:22]2)[CH:14]=[CH:13]3)[CH2:7][CH2:8]1)[CH3:2]. (9) Given the reactants Br[C:2]1[CH:7]=[CH:6][C:5]([C:8]2[O:12][N:11]=[C:10]([CH3:13])[C:9]=2[CH:14]([OH:24])[CH2:15][CH2:16][CH2:17][C:18]2[CH:23]=[CH:22][CH:21]=[CH:20][CH:19]=2)=[CH:4][CH:3]=1.[CH3:25][O:26][C:27](=[O:45])[CH2:28][CH2:29][C:30]1[CH:35]=[CH:34][CH:33]=[C:32](B2OC(C)(C)C(C)(C)O2)[CH:31]=1, predict the reaction product. The product is: [CH3:25][O:26][C:27](=[O:45])[CH2:28][CH2:29][C:30]1[CH:35]=[C:34]([C:2]2[CH:7]=[CH:6][C:5]([C:8]3[O:12][N:11]=[C:10]([CH3:13])[C:9]=3[CH:14]([OH:24])[CH2:15][CH2:16][CH2:17][C:18]3[CH:23]=[CH:22][CH:21]=[CH:20][CH:19]=3)=[CH:4][CH:3]=2)[CH:33]=[CH:32][CH:31]=1.